This data is from Peptide-MHC class II binding affinity with 134,281 pairs from IEDB. The task is: Regression. Given a peptide amino acid sequence and an MHC pseudo amino acid sequence, predict their binding affinity value. This is MHC class II binding data. (1) The peptide sequence is HDYEGLSYRSLQPET. The MHC is DRB1_1602 with pseudo-sequence DRB1_1602. The binding affinity (normalized) is 0.492. (2) The binding affinity (normalized) is 0.621. The peptide sequence is TLTAFGFASADLIEI. The MHC is DRB1_0101 with pseudo-sequence DRB1_0101. (3) The peptide sequence is CPKYVKQNTLKLATG. The MHC is DRB1_0802 with pseudo-sequence DRB1_0802. The binding affinity (normalized) is 0.486. (4) The peptide sequence is TPGLFIQNTSPVDLC. The MHC is DRB1_0802 with pseudo-sequence DRB1_0802. The binding affinity (normalized) is 0.355. (5) The peptide sequence is AFKVAATAFNAAPAN. The MHC is DRB1_0901 with pseudo-sequence DRB1_0901. The binding affinity (normalized) is 0.755. (6) The peptide sequence is STDLELSWNLNGLQAY. The MHC is DRB1_1302 with pseudo-sequence DRB1_1302. The binding affinity (normalized) is 0.658.